From a dataset of Full USPTO retrosynthesis dataset with 1.9M reactions from patents (1976-2016). Predict the reactants needed to synthesize the given product. (1) Given the product [F:35][C:34]([F:37])([F:36])[C:7]1[CH:6]=[C:5]([S:8]([NH:11][C@H:12]([CH2:14][C:15]#[C:16][Si:17]([CH3:18])([CH3:19])[CH3:20])[CH3:13])(=[O:9])=[O:10])[CH:4]=[CH:3][CH:2]=1, predict the reactants needed to synthesize it. The reactants are: C[C:2]1[CH:7]=[CH:6][C:5]([S:8]([NH:11][C@H:12]([CH2:14][C:15]#[C:16][Si:17]([CH3:20])([CH3:19])[CH3:18])[CH3:13])(=[O:10])=[O:9])=[CH:4][CH:3]=1.CC1C[N@@]1S(C1C=CC=C([C:34]([F:37])([F:36])[F:35])C=1)(=O)=O. (2) Given the product [N:1]1[CH:6]=[CH:5][CH:4]=[N:3][C:2]=1[S:7][C:8]1[CH:13]=[CH:12][CH:11]=[CH:10][C:9]=1[NH:14][CH:21]1[CH2:22][CH2:23][N:18]([C:15](=[O:17])[CH3:16])[CH2:19][CH2:20]1, predict the reactants needed to synthesize it. The reactants are: [N:1]1[CH:6]=[CH:5][CH:4]=[N:3][C:2]=1[S:7][C:8]1[CH:13]=[CH:12][CH:11]=[CH:10][C:9]=1[NH2:14].[C:15]([N:18]1[CH2:23][CH2:22][CH2:21][CH2:20][C:19]1=O)(=[O:17])[CH3:16].C(O)(=O)C.[BH-](OC(C)=O)(OC(C)=O)OC(C)=O.[Na+]. (3) Given the product [NH2:19][C:10]1[C:9]2[N:8]=[CH:7][N:6]([CH2:5][CH2:4][CH2:3][CH2:2][NH:1][C:30]([C:26]3[CH:25]=[C:24]4[C:29](=[CH:28][CH:27]=3)[N:20]=[CH:21][CH:22]=[CH:23]4)=[O:31])[C:18]=2[C:17]2[CH:16]=[CH:15][CH:14]=[CH:13][C:12]=2[N:11]=1, predict the reactants needed to synthesize it. The reactants are: [NH2:1][CH2:2][CH2:3][CH2:4][CH2:5][N:6]1[C:18]2[C:17]3[CH:16]=[CH:15][CH:14]=[CH:13][C:12]=3[N:11]=[C:10]([NH2:19])[C:9]=2[N:8]=[CH:7]1.[N:20]1[C:29]2[C:24](=[CH:25][C:26]([C:30](O)=[O:31])=[CH:27][CH:28]=2)[CH:23]=[CH:22][CH:21]=1.